This data is from Reaction yield outcomes from USPTO patents with 853,638 reactions. The task is: Predict the reaction yield, written as a fraction of the theoretical maximum amount of product (1.0 means a 100% yield; for example, 0.34 means a 34% yield). (1) The reactants are [C:1]([C:3]1[CH:11]=[CH:10][C:6]([C:7]([OH:9])=O)=[CH:5][CH:4]=1)#[N:2].[NH2:12][C@H:13]([CH2:18]O)[C:14]([CH3:17])([CH3:16])[CH3:15]. The catalyst is ClC1C=CC=CC=1. The product is [C:14]([C@H:13]1[CH2:18][O:9][C:7]([C:6]2[CH:5]=[CH:4][C:3]([C:1]#[N:2])=[CH:11][CH:10]=2)=[N:12]1)([CH3:17])([CH3:16])[CH3:15]. The yield is 0.780. (2) The reactants are [CH3:1][O:2][C:3](=[O:19])[CH:4]([C:12]1[CH:17]=[CH:16][C:15]([Cl:18])=[CH:14][CH:13]=1)[C:5]1[CH:10]=[CH:9][C:8]([Cl:11])=[CH:7][CH:6]=1.[Li+].[CH3:21]C([N-]C(C)C)C.IC. The yield is 0.170. The catalyst is C1COCC1. The product is [CH3:1][O:2][C:3](=[O:19])[C:4]([C:12]1[CH:17]=[CH:16][C:15]([Cl:18])=[CH:14][CH:13]=1)([C:5]1[CH:6]=[CH:7][C:8]([Cl:11])=[CH:9][CH:10]=1)[CH3:21]. (3) The reactants are [Cl:1][C:2]1[CH:3]=[CH:4][C:5]2[N:6]([C:8]([C:11]([C:13]3[CH:14]=[C:15]4[C:19](=[CH:20][CH:21]=3)[N:18]([CH3:22])[N:17]=[CH:16]4)=[O:12])=[CH:9][N:10]=2)[N:7]=1.[CH3:23][Mg]I. The catalyst is C1COCC1. The product is [Cl:1][C:2]1[CH:3]=[CH:4][C:5]2[N:6]([C:8]([C:11]([C:13]3[CH:14]=[C:15]4[C:19](=[CH:20][CH:21]=3)[N:18]([CH3:22])[N:17]=[CH:16]4)([OH:12])[CH3:23])=[CH:9][N:10]=2)[N:7]=1. The yield is 0.950. (4) The reactants are [Cl-].[CH3:2][O:3][C:4]1[CH:11]=[CH:10][C:7]([CH2:8][Zn+])=[CH:6][CH:5]=1.Br[C:13]1[C:18]2[C:19]3[CH:20]=[CH:21][CH:22]=[N:23][C:24]=3[CH2:25][CH2:26][C:17]=2[CH:16]=[CH:15][CH:14]=1. No catalyst specified. The product is [CH3:2][O:3][C:4]1[CH:11]=[CH:10][C:7]([CH2:8][C:13]2[C:18]3[C:19]4[CH:20]=[CH:21][CH:22]=[N:23][C:24]=4[CH2:25][CH2:26][C:17]=3[CH:16]=[CH:15][CH:14]=2)=[CH:6][CH:5]=1. The yield is 0.850. (5) The yield is 0.190. The reactants are [Cl:1][C:2]1[CH:7]=[C:6](I)[CH:5]=[C:4]([CH3:9])[C:3]=1[C:10](=[O:12])[CH3:11].[O-]P([O-])([O-])=O.[K+].[K+].[K+].[CH3:21][O:22][C:23]1[CH:28]=[CH:27][C:26]([OH:29])=[CH:25][CH:24]=1. The catalyst is CN(C=O)C.CCCC[N+](CCCC)(CCCC)CCCC.[Br-].[Cu]I. The product is [Cl:1][C:2]1[CH:7]=[C:6]([O:29][C:26]2[CH:27]=[CH:28][C:23]([O:22][CH3:21])=[CH:24][CH:25]=2)[CH:5]=[C:4]([CH3:9])[C:3]=1[C:10](=[O:12])[CH3:11]. (6) The reactants are [CH2:1]([O:8][C@H:9]1[C@H:15]([O:16][CH2:17][C:18]2[CH:23]=[CH:22][CH:21]=[CH:20][CH:19]=2)[C@@H:14]([O:24][CH2:25][C:26]2[CH:31]=[CH:30][CH:29]=[CH:28][CH:27]=2)[C@:13]2([C:33]3[CH:38]=[CH:37][C:36]([Cl:39])=[C:35]([CH2:40][C:41]4[CH:46]=[CH:45][C:44]([O:47][CH2:48][CH3:49])=[CH:43][CH:42]=4)[CH:34]=3)[O:32][C@@:10]1([CH2:50]O)[CH2:11][O:12]2)[C:2]1[CH:7]=[CH:6][CH:5]=[CH:4][CH:3]=1.C(N(S(F)(F)[F:58])CC)C. The catalyst is ClCCl. The product is [CH2:1]([O:8][C@H:9]1[C@H:15]([O:16][CH2:17][C:18]2[CH:23]=[CH:22][CH:21]=[CH:20][CH:19]=2)[C@@H:14]([O:24][CH2:25][C:26]2[CH:31]=[CH:30][CH:29]=[CH:28][CH:27]=2)[C@:13]2([C:33]3[CH:38]=[CH:37][C:36]([Cl:39])=[C:35]([CH2:40][C:41]4[CH:46]=[CH:45][C:44]([O:47][CH2:48][CH3:49])=[CH:43][CH:42]=4)[CH:34]=3)[O:32][C@@:10]1([CH2:50][F:58])[CH2:11][O:12]2)[C:2]1[CH:7]=[CH:6][CH:5]=[CH:4][CH:3]=1. The yield is 0.0700. (7) The reactants are Cl[C:2]1[C:3]2[N:4]([C:8]([C:20]3[CH:25]=[CH:24][N:23]=[C:22]([NH:26][CH:27]4[CH2:31][CH2:30][CH2:29][CH2:28]4)[N:21]=3)=[C:9]([C:11]3[CH:16]=[CH:15][CH:14]=[C:13]([N+:17]([O-:19])=[O:18])[CH:12]=3)[N:10]=2)[CH:5]=[CH:6][CH:7]=1.[NH:32]1[CH2:37][CH2:36][O:35][CH2:34][CH2:33]1. No catalyst specified. The product is [CH:27]1([NH:26][C:22]2[N:21]=[C:20]([C:8]3[N:4]4[CH:5]=[CH:6][CH:7]=[C:2]([N:32]5[CH2:37][CH2:36][O:35][CH2:34][CH2:33]5)[C:3]4=[N:10][C:9]=3[C:11]3[CH:16]=[CH:15][CH:14]=[C:13]([N+:17]([O-:19])=[O:18])[CH:12]=3)[CH:25]=[CH:24][N:23]=2)[CH2:28][CH2:29][CH2:30][CH2:31]1. The yield is 0.0600. (8) The catalyst is C1COCC1.CCCCCC.CC(C)=O. The yield is 0.160. The product is [CH3:1][C:2]1[CH:3]=[CH:4][C:5]2[S:9][C:8]([S:16]([NH2:21])(=[O:18])=[O:17])=[CH:7][C:6]=2[CH:10]=1. The reactants are [CH3:1][C:2]1[CH:3]=[CH:4][C:5]2[S:9][CH:8]=[CH:7][C:6]=2[CH:10]=1.[Li]CCCC.[S:16](Cl)(Cl)(=[O:18])=[O:17].[NH4+:21].[OH-].Cl. (9) The reactants are [F:1][C:2]1[CH:7]=[CH:6][C:5]([C:8]2[C:13]([C:14]3[CH:19]=[CH:18][N:17]=[CH:16][CH:15]=3)=[C:12]([C:20]3[CH:25]=[CH:24][C:23]([F:26])=[CH:22][CH:21]=3)[N:11]=[C:10]3[NH:27][N:28]=[CH:29][C:9]=23)=[CH:4][CH:3]=1.[OH-].[K+].Br[CH2:33][CH2:34][CH2:35][O:36][CH:37]1[CH2:42][CH2:41][CH2:40][CH2:39][O:38]1.O. The product is [F:1][C:2]1[CH:7]=[CH:6][C:5]([C:8]2[C:9]3[C:10](=[N:27][N:28]([CH2:33][CH2:34][CH2:35][O:36][CH:37]4[CH2:42][CH2:41][CH2:40][CH2:39][O:38]4)[CH:29]=3)[N:11]=[C:12]([C:20]3[CH:25]=[CH:24][C:23]([F:26])=[CH:22][CH:21]=3)[C:13]=2[C:14]2[CH:15]=[CH:16][N:17]=[CH:18][CH:19]=2)=[CH:4][CH:3]=1. The yield is 0.540. The catalyst is C1(C)C=CC=CC=1.CCOC(C)=O. (10) The reactants are [CH3:1][C:2]1[CH:11]=[CH:10][C:9]2[C:4](=[CH:5][CH:6]=[CH:7][C:8]=2[N:12]2[CH2:17][CH2:16][N:15]([CH2:18][CH2:19][C:20]3[CH:21]=[C:22]([CH:24]=[CH:25][CH:26]=3)[NH2:23])[CH2:14][CH2:13]2)[N:3]=1.[CH2:27]([S:30](Cl)(=[O:32])=[O:31])[CH2:28][CH3:29]. No catalyst specified. The product is [CH3:1][C:2]1[CH:11]=[CH:10][C:9]2[C:4](=[CH:5][CH:6]=[CH:7][C:8]=2[N:12]2[CH2:13][CH2:14][N:15]([CH2:18][CH2:19][C:20]3[CH:21]=[C:22]([NH:23][S:30]([CH2:27][CH2:28][CH3:29])(=[O:32])=[O:31])[CH:24]=[CH:25][CH:26]=3)[CH2:16][CH2:17]2)[N:3]=1. The yield is 0.620.